Predict the reactants needed to synthesize the given product. From a dataset of Full USPTO retrosynthesis dataset with 1.9M reactions from patents (1976-2016). (1) The reactants are: [NH2:1][C:2]1[CH:3]=[CH:4][C:5]([F:21])=[C:6]([C@:8]2([CH3:20])[C@H:13]3[C:14]([F:18])([F:17])[CH2:15][CH2:16][C@H:12]3[O:11][C:10]([NH2:19])=[N:9]2)[CH:7]=1.[C:22]([C:24]1[N:25]=[CH:26][C:27]([C:30](O)=[O:31])=[N:28][CH:29]=1)#[N:23]. Given the product [NH2:19][C:10]1[O:11][C@@H:12]2[CH2:16][CH2:15][C:14]([F:17])([F:18])[C@@H:13]2[C@:8]([C:6]2[CH:7]=[C:2]([NH:1][C:30]([C:27]3[CH:26]=[N:25][C:24]([C:22]#[N:23])=[CH:29][N:28]=3)=[O:31])[CH:3]=[CH:4][C:5]=2[F:21])([CH3:20])[N:9]=1, predict the reactants needed to synthesize it. (2) Given the product [CH2:1]([O:18][C:17]([C:16]1[C:10]2[O:9][B:8]([OH:20])[C@@H:7]([NH:6][C:1](=[O:5])[CH2:2][CH2:3][CH3:4])[CH2:12][C:11]=2[CH:13]=[CH:14][CH:15]=1)=[O:19])[CH2:2][CH2:3][CH3:4], predict the reactants needed to synthesize it. The reactants are: [C:1]([NH:6][CH:7]1[CH2:12][C:11]2[CH:13]=[CH:14][CH:15]=[C:16]([C:17]([OH:19])=[O:18])[C:10]=2[O:9][B:8]1[OH:20])(=[O:5])[CH2:2][CH2:3][CH3:4]. (3) Given the product [CH3:24][CH:23]1[CH2:22][C:21]2[C:16](=[CH:17][C:18]([C:36]3[N:37]=[C:38]([CH3:41])[S:39][CH:40]=3)=[CH:19][CH:20]=2)[CH2:15][N:14]1[C:12]1[CH:13]=[C:8]([N:5]2[CH2:6][CH2:7][N:2]([CH3:1])[CH2:3][CH2:4]2)[N:9]=[C:10]([NH2:34])[N:11]=1, predict the reactants needed to synthesize it. The reactants are: [CH3:1][N:2]1[CH2:7][CH2:6][N:5]([C:8]2[CH:13]=[C:12]([N:14]3[CH:23]([CH3:24])[CH2:22][C:21]4[C:16](=[CH:17][C:18](B5OC(C)(C)C(C)(C)O5)=[CH:19][CH:20]=4)[CH2:15]3)[N:11]=[C:10]([NH2:34])[N:9]=2)[CH2:4][CH2:3]1.Br[C:36]1[N:37]=[C:38]([CH3:41])[S:39][CH:40]=1.C(=O)([O-])[O-].[K+].[K+].ClCCl. (4) Given the product [Si:1]([O:8][C@@H:9]([C:25]1[CH:30]=[CH:29][CH:28]=[CH:27][C:26]=1[C:31]1[CH:36]=[CH:35][C:34]([Cl:37])=[CH:33][CH:32]=1)[CH:10]1[CH2:15][CH2:14][N:13]([C:16]2[CH:24]=[CH:23][C:19]([C:20]([NH:84][S:81]([C:78]3[CH:79]=[CH:80][C:75]([NH:74][C@H:65]([CH2:64][CH2:63][N:61]4[CH2:60][CH2:59][O:58][C@@H:57]([CH2:56][O:55][Si:38]([C:51]([CH3:52])([CH3:53])[CH3:54])([C:45]5[CH:46]=[CH:47][CH:48]=[CH:49][CH:50]=5)[C:39]5[CH:44]=[CH:43][CH:42]=[CH:41][CH:40]=5)[CH2:62]4)[CH2:66][S:67][C:68]4[CH:73]=[CH:72][CH:71]=[CH:70][CH:69]=4)=[C:76]([S:85]([C:88]([F:89])([F:90])[F:91])(=[O:86])=[O:87])[CH:77]=3)(=[O:83])=[O:82])=[O:21])=[CH:18][CH:17]=2)[CH2:12][CH2:11]1)([C:4]([CH3:7])([CH3:6])[CH3:5])([CH3:3])[CH3:2], predict the reactants needed to synthesize it. The reactants are: [Si:1]([O:8][C@@H:9]([C:25]1[CH:30]=[CH:29][CH:28]=[CH:27][C:26]=1[C:31]1[CH:36]=[CH:35][C:34]([Cl:37])=[CH:33][CH:32]=1)[CH:10]1[CH2:15][CH2:14][N:13]([C:16]2[CH:24]=[CH:23][C:19]([C:20](O)=[O:21])=[CH:18][CH:17]=2)[CH2:12][CH2:11]1)([C:4]([CH3:7])([CH3:6])[CH3:5])([CH3:3])[CH3:2].[Si:38]([O:55][CH2:56][C@H:57]1[CH2:62][N:61]([CH2:63][CH2:64][C@@H:65]([NH:74][C:75]2[CH:80]=[CH:79][C:78]([S:81]([NH2:84])(=[O:83])=[O:82])=[CH:77][C:76]=2[S:85]([C:88]([F:91])([F:90])[F:89])(=[O:87])=[O:86])[CH2:66][S:67][C:68]2[CH:73]=[CH:72][CH:71]=[CH:70][CH:69]=2)[CH2:60][CH2:59][O:58]1)([C:51]([CH3:54])([CH3:53])[CH3:52])([C:45]1[CH:50]=[CH:49][CH:48]=[CH:47][CH:46]=1)[C:39]1[CH:44]=[CH:43][CH:42]=[CH:41][CH:40]=1. (5) The reactants are: Br[CH2:2][CH:3]([C:5]1[CH:10]=[CH:9][CH:8]=[CH:7][C:6]=1[F:11])[F:4].CC(C)([O-])C.[K+]. Given the product [F:11][C:6]1[CH:7]=[CH:8][CH:9]=[CH:10][C:5]=1[C:3]([F:4])=[CH2:2], predict the reactants needed to synthesize it. (6) Given the product [N+:21]([C:24]1[CH:25]=[C:26]([NH:30][C:31]2[N:33]=[C:5]([C:7]3[C:15]4[C:10](=[N:11][CH:12]=[CH:13][CH:14]=4)[N:9]([CH2:16][CH2:17][CH3:18])[CH:8]=3)[CH:4]=[CH:3][N:32]=2)[CH:27]=[CH:28][CH:29]=1)([O-:23])=[O:22], predict the reactants needed to synthesize it. The reactants are: CN(C)/[CH:3]=[CH:4]/[C:5]([C:7]1[C:15]2[C:10](=[N:11][CH:12]=[CH:13][CH:14]=2)[N:9]([CH2:16][CH2:17][CH3:18])[CH:8]=1)=O.Cl.[N+:21]([C:24]1[CH:25]=[C:26]([NH:30][C:31]([NH2:33])=[NH:32])[CH:27]=[CH:28][CH:29]=1)([O-:23])=[O:22].